This data is from Reaction yield outcomes from USPTO patents with 853,638 reactions. The task is: Predict the reaction yield, written as a fraction of the theoretical maximum amount of product (1.0 means a 100% yield; for example, 0.34 means a 34% yield). (1) The reactants are [OH:1][N:2]1[C:6](=[O:7])[C@@H:5]([O:8][C:9](=[O:16])[C:10]2[CH:15]=[CH:14][CH:13]=[CH:12][CH:11]=2)[C@H:4]([O:17][C:18](=[O:25])[C:19]2[CH:24]=[CH:23][CH:22]=[CH:21][CH:20]=2)[C:3]1=[O:26].C(=O)(SC)O[O:29][CH:30]([O:34][C:35](=[O:39])[CH:36]([CH3:38])[CH3:37])[CH:31]([CH3:33])[CH3:32].[C:43](OO)(=[O:45])C. The catalyst is ClCCl.C(O)(=O)C. The product is [CH3:38][CH:36]([CH3:37])[C:35]([O:34][C@H:30]([O:29][C:43]([O:1][N:2]1[C:6](=[O:7])[C@@H:5]([O:8][C:9](=[O:16])[C:10]2[CH:11]=[CH:12][CH:13]=[CH:14][CH:15]=2)[C@H:4]([O:17][C:18](=[O:25])[C:19]2[CH:24]=[CH:23][CH:22]=[CH:21][CH:20]=2)[C:3]1=[O:26])=[O:45])[CH:31]([CH3:32])[CH3:33])=[O:39]. The yield is 0.250. (2) The reactants are [O:1]=[C:2]1[C:11]2[C:6](=[C:7]([C:12]([O:14]C)=[O:13])[CH:8]=[CH:9][CH:10]=2)[NH:5][C:4]([C:16]2[CH:21]=[CH:20][CH:19]=[C:18]([C:22]([F:25])([F:24])[F:23])[CH:17]=2)=[C:3]1C(OCC)=O.Cl. The catalyst is O1CCOCC1. The product is [O:1]=[C:2]1[C:11]2[C:6](=[C:7]([C:12]([OH:14])=[O:13])[CH:8]=[CH:9][CH:10]=2)[NH:5][C:4]([C:16]2[CH:21]=[CH:20][CH:19]=[C:18]([C:22]([F:25])([F:23])[F:24])[CH:17]=2)=[CH:3]1. The yield is 0.900. (3) The reactants are [CH2:1]([NH2:8])[C:2]1[CH:7]=[CH:6][CH:5]=[CH:4][CH:3]=1.[O:9]1[C:13]([C:14]2[CH:19]=[CH:18][C:17]([NH:20][C:21]3[N:22]=[C:23](OS(C(F)(F)F)(=O)=O)[C:24]4[CH2:30][CH2:29][N:28]([C:31]([O:33][C:34]([CH3:37])([CH3:36])[CH3:35])=[O:32])[CH2:27][C:25]=4[N:26]=3)=[CH:16][CH:15]=2)=[CH:12][N:11]=[CH:10]1. The catalyst is O1CCOCC1.CN(C=O)C. The product is [CH2:1]([NH:8][C:23]1[C:24]2[CH2:30][CH2:29][N:28]([C:31]([O:33][C:34]([CH3:37])([CH3:36])[CH3:35])=[O:32])[CH2:27][C:25]=2[N:26]=[C:21]([NH:20][C:17]2[CH:16]=[CH:15][C:14]([C:13]3[O:9][CH:10]=[N:11][CH:12]=3)=[CH:19][CH:18]=2)[N:22]=1)[C:2]1[CH:7]=[CH:6][CH:5]=[CH:4][CH:3]=1. The yield is 0.870. (4) The reactants are C([NH:6][C:7]1[CH:12]=[CH:11][C:10]([N+:13]([O-:15])=[O:14])=[CH:9][C:8]=1[C:16]#[C:17][C:18]([CH3:24])(C)[C:19](OC)=O)(=O)CCC.CCCC[N+](CCCC)(CCCC)CCCC.[F-]. The catalyst is CN(C=O)C. The product is [CH:18]([C:17]1[NH:6][C:7]2[C:8]([CH:16]=1)=[CH:9][C:10]([N+:13]([O-:15])=[O:14])=[CH:11][CH:12]=2)([CH3:24])[CH3:19]. The yield is 0.330. (5) The reactants are [Br:1][C:2]1[CH:3]=[C:4]2[C:9](=[CH:10][CH:11]=1)[C:8](=[O:12])[C:7](=[O:13])[C:6]([N+:14]([O-:16])=[O:15])=[CH:5]2.[C:17]([O:23][CH2:24][CH3:25])(=[O:22])[CH2:18][C:19]([CH3:21])=[O:20]. The catalyst is C1COCC1.N1CCCCC1. The product is [Br:1][C:2]1[CH:3]=[C:4]2[C:9]([C:8]([OH:12])=[C:7]([OH:13])[C:6]([N+:14]([O-:16])=[O:15])=[C:5]2[C:18](=[C:19]([OH:20])[CH3:21])[C:17]([O:23][CH2:24][CH3:25])=[O:22])=[CH:10][CH:11]=1. The yield is 0.920.